Dataset: Forward reaction prediction with 1.9M reactions from USPTO patents (1976-2016). Task: Predict the product of the given reaction. Given the reactants [CH2:1]([O:8][C:9]([C:18]1[CH:23]=[CH:22][C:21]([N:24]2[CH2:29][CH2:28][N:27]([C:30](=[O:33])[CH2:31]Br)[CH2:26][C@@H:25]2[CH3:34])=[C:20]([CH:35]=[CH:36][CH3:37])[CH:19]=1)([C:14]([F:17])([F:16])[F:15])[C:10]([F:13])([F:12])[F:11])[C:2]1[CH:7]=[CH:6][CH:5]=[CH:4][CH:3]=1.[O:38]1[C:42]2[CH:43]=[C:44]([C:47]3([CH3:54])[NH:51][C:50](=[O:52])[NH:49][C:48]3=[O:53])[CH:45]=[CH:46][C:41]=2[CH2:40][CH2:39]1, predict the reaction product. The product is: [CH2:1]([O:8][C:9]([C:18]1[CH:23]=[CH:22][C:21]([N:24]2[CH2:29][CH2:28][N:27]([C:30](=[O:33])[CH2:31][N:49]3[C:48](=[O:53])[C:47]([C:44]4[CH:45]=[CH:46][C:41]5[CH2:40][CH2:39][O:38][C:42]=5[CH:43]=4)([CH3:54])[NH:51][C:50]3=[O:52])[CH2:26][C@@H:25]2[CH3:34])=[C:20]([CH:35]=[CH:36][CH3:37])[CH:19]=1)([C:14]([F:17])([F:16])[F:15])[C:10]([F:13])([F:12])[F:11])[C:2]1[CH:7]=[CH:6][CH:5]=[CH:4][CH:3]=1.